From a dataset of Merck oncology drug combination screen with 23,052 pairs across 39 cell lines. Regression. Given two drug SMILES strings and cell line genomic features, predict the synergy score measuring deviation from expected non-interaction effect. (1) Drug 1: COC12C(COC(N)=O)C3=C(C(=O)C(C)=C(N)C3=O)N1CC1NC12. Drug 2: COC1=C2CC(C)CC(OC)C(O)C(C)C=C(C)C(OC(N)=O)C(OC)C=CC=C(C)C(=O)NC(=CC1=O)C2=O. Cell line: UACC62. Synergy scores: synergy=-17.5. (2) Drug 1: N.N.O=C(O)C1(C(=O)O)CCC1.[Pt]. Drug 2: CNC(=O)c1cc(Oc2ccc(NC(=O)Nc3ccc(Cl)c(C(F)(F)F)c3)cc2)ccn1. Cell line: LOVO. Synergy scores: synergy=-20.7. (3) Drug 1: CCC1(O)CC2CN(CCc3c([nH]c4ccccc34)C(C(=O)OC)(c3cc4c(cc3OC)N(C)C3C(O)(C(=O)OC)C(OC(C)=O)C5(CC)C=CCN6CCC43C65)C2)C1. Drug 2: Cc1nc(Nc2ncc(C(=O)Nc3c(C)cccc3Cl)s2)cc(N2CCN(CCO)CC2)n1. Cell line: NCIH23. Synergy scores: synergy=-6.92. (4) Drug 1: N.N.O=C(O)C1(C(=O)O)CCC1.[Pt]. Drug 2: O=C(CCCCCCC(=O)Nc1ccccc1)NO. Cell line: UWB1289BRCA1. Synergy scores: synergy=8.25.